This data is from Full USPTO retrosynthesis dataset with 1.9M reactions from patents (1976-2016). The task is: Predict the reactants needed to synthesize the given product. (1) Given the product [F:16][C:17]([F:25])([F:26])[C:18]1[CH:19]=[CH:20][C:21]([NH:22][S:2]([C:5]2[CH:6]=[C:7]([CH:13]=[CH:14][CH:15]=2)[C:8]([O:10][CH2:11][CH3:12])=[O:9])(=[O:4])=[O:3])=[CH:23][CH:24]=1, predict the reactants needed to synthesize it. The reactants are: Cl[S:2]([C:5]1[CH:6]=[C:7]([CH:13]=[CH:14][CH:15]=1)[C:8]([O:10][CH2:11][CH3:12])=[O:9])(=[O:4])=[O:3].[F:16][C:17]([F:26])([F:25])[C:18]1[CH:24]=[CH:23][C:21]([NH2:22])=[CH:20][CH:19]=1. (2) The reactants are: [CH2:1]([N:8]1[CH2:12][CH:11]([C:13]2[CH:18]=[CH:17][C:16]([Cl:19])=[C:15]([Cl:20])[CH:14]=2)[CH:10]([C:21](O)=[O:22])[CH2:9]1)[C:2]1[CH:7]=[CH:6][CH:5]=[CH:4][CH:3]=1.C(N(CC)CC)C.C(Cl)(=O)C(C)(C)C.[CH2:38]([C@H:45]1[CH2:49][O:48][C:47](=[O:50])[NH:46]1)[C:39]1[CH:44]=[CH:43][CH:42]=[CH:41][CH:40]=1.[Cl-].[Li+]. Given the product [CH2:38]([C@H:45]1[CH2:49][O:48][C:47](=[O:50])[N:46]1[C:21]([C@@H:10]1[C@@H:11]([C:13]2[CH:18]=[CH:17][C:16]([Cl:19])=[C:15]([Cl:20])[CH:14]=2)[CH2:12][N:8]([CH2:1][C:2]2[CH:7]=[CH:6][CH:5]=[CH:4][CH:3]=2)[CH2:9]1)=[O:22])[C:39]1[CH:40]=[CH:41][CH:42]=[CH:43][CH:44]=1, predict the reactants needed to synthesize it. (3) Given the product [Br:1][C:2]1[CH:3]=[CH:4][C:5]2[C:6](=[CH:8][N:9]([C:10]3[CH:15]=[CH:14][C:13]([F:16])=[CH:12][CH:11]=3)[N:17]=2)[CH:7]=1, predict the reactants needed to synthesize it. The reactants are: [Br:1][C:2]1[CH:3]=[CH:4][C:5]([N+:17]([O-])=O)=[C:6]([CH:8]=[N:9][C:10]2[CH:15]=[CH:14][C:13]([F:16])=[CH:12][CH:11]=2)[CH:7]=1.P(OCC)(OCC)OCC. (4) Given the product [C:1]([NH:4][C:5]1[CH:10]=[CH:9][C:8]([CH:11]=[CH:12][CH2:13][CH2:14][CH2:15][CH2:16][CH2:17][I:23])=[CH:7][CH:6]=1)(=[O:3])[CH3:2], predict the reactants needed to synthesize it. The reactants are: [C:1]([NH:4][C:5]1[CH:10]=[CH:9][C:8]([CH:11]=[CH:12][CH2:13][CH2:14][CH2:15][CH2:16][CH2:17]S(C)(=O)=O)=[CH:7][CH:6]=1)(=[O:3])[CH3:2].[Na+].[I-:23]. (5) Given the product [CH2:1]([N:8]1[CH2:13][CH2:12][C:11]([C:22]2[CH:23]=[CH:24][CH:25]=[CH:26][C:21]=2[Cl:20])([CH3:15])[CH2:10][CH2:9]1)[C:2]1[CH:7]=[CH:6][CH:5]=[CH:4][CH:3]=1, predict the reactants needed to synthesize it. The reactants are: [CH2:1]([N:8]1[CH2:13][CH2:12][C:11]([CH3:15])(O)[CH2:10][CH2:9]1)[C:2]1[CH:7]=[CH:6][CH:5]=[CH:4][CH:3]=1.[Al+3].[Cl-].[Cl-].[Cl-].[Cl:20][C:21]1[CH:26]=[CH:25][CH:24]=[CH:23][CH:22]=1.